From a dataset of Full USPTO retrosynthesis dataset with 1.9M reactions from patents (1976-2016). Predict the reactants needed to synthesize the given product. (1) Given the product [C:1]([C:5]1[CH:13]=[C:12]2[C:8]([C:9]([I:16])=[N:10][NH:11]2)=[CH:7][CH:6]=1)([CH3:4])([CH3:2])[CH3:3], predict the reactants needed to synthesize it. The reactants are: [C:1]([C:5]1[CH:13]=[C:12]2[C:8]([CH:9]=[N:10][NH:11]2)=[CH:7][CH:6]=1)([CH3:4])([CH3:3])[CH3:2].[OH-].[K+].[I:16]I. (2) Given the product [C:30]([O:29][C:27]([NH:1][C@@H:2]([CH2:7][C:8]1[CH:9]=[C:10]2[C:15](=[CH:16][CH:17]=1)[N:14]=[CH:13][CH:12]=[CH:11]2)[C:3]([O:5][CH3:6])=[O:4])=[O:28])([CH3:33])([CH3:32])[CH3:31], predict the reactants needed to synthesize it. The reactants are: [NH2:1][C@@H:2]([CH2:7][C:8]1[CH:9]=[C:10]2[C:15](=[CH:16][CH:17]=1)[N:14]=[CH:13][CH:12]=[CH:11]2)[C:3]([O:5][CH3:6])=[O:4].C(N(CC)CC)C.CO.[C:27](O[C:27]([O:29][C:30]([CH3:33])([CH3:32])[CH3:31])=[O:28])([O:29][C:30]([CH3:33])([CH3:32])[CH3:31])=[O:28]. (3) Given the product [CH3:16][C:10]1([CH3:17])[C@@H:11]([C:13]([N:24]2[CH2:20][CH2:19][CH2:18][CH2:23][CH2:22]2)=[O:15])[CH2:12][C@H:9]1[NH:8][C:6](=[O:7])[O:5][C:1]([CH3:2])([CH3:3])[CH3:4], predict the reactants needed to synthesize it. The reactants are: [C:1]([O:5][C:6]([NH:8][C@@H:9]1[CH2:12][C@H:11]([C:13]([OH:15])=O)[C:10]1([CH3:17])[CH3:16])=[O:7])([CH3:4])([CH3:3])[CH3:2].[CH:18]1[CH:19]=[CH:20]C2N(O)N=[N:24][C:22]=2[CH:23]=1.N1CCCCC1.CCN(CC)CC. (4) Given the product [OH:26][NH:25][C:1]([C:3]1[CH:4]=[CH:5][C:6]([N:9]2[CH:10]3[CH2:16][CH2:15][CH:14]2[CH2:13][N:12]([C:17]([O:19][C:20]([CH3:23])([CH3:22])[CH3:21])=[O:18])[CH2:11]3)=[N:7][CH:8]=1)=[NH:2], predict the reactants needed to synthesize it. The reactants are: [C:1]([C:3]1[CH:4]=[CH:5][C:6]([N:9]2[CH:14]3[CH2:15][CH2:16][CH:10]2[CH2:11][N:12]([C:17]([O:19][C:20]([CH3:23])([CH3:22])[CH3:21])=[O:18])[CH2:13]3)=[N:7][CH:8]=1)#[N:2].Cl.[NH2:25][OH:26].C(=O)([O-])[O-].[Na+].[Na+]. (5) The reactants are: C([O:4][C:5]1[C:12]([O:13][CH3:14])=[CH:11][C:8]([CH:9]=[O:10])=[C:7](Br)[CH:6]=1)(=O)C.[CH:16]([C:19]1[CH:24]=[CH:23][C:22](B(O)O)=[CH:21][CH:20]=1)([CH3:18])[CH3:17].C([O-])([O-])=O.[K+].[K+]. Given the product [OH:4][C:5]1[CH:6]=[C:7]([C:22]2[CH:23]=[CH:24][C:19]([CH:16]([CH3:18])[CH3:17])=[CH:20][CH:21]=2)[C:8]([CH:9]=[O:10])=[CH:11][C:12]=1[O:13][CH3:14], predict the reactants needed to synthesize it. (6) Given the product [CH2:1]([NH:3][C:4](=[O:27])[C:5]1[CH:10]=[CH:9][C:8]([CH3:11])=[C:7]([C:12]2[CH:20]=[C:19]3[C:15]([C:16]([CH:21]4[CH2:22][CH2:23][NH:24][CH2:25][CH2:26]4)=[N:17][NH:18]3)=[CH:14][CH:13]=2)[CH:6]=1)[CH3:2], predict the reactants needed to synthesize it. The reactants are: [CH2:1]([NH:3][C:4](=[O:27])[C:5]1[CH:10]=[CH:9][C:8]([CH3:11])=[C:7]([C:12]2[CH:20]=[C:19]3[C:15]([C:16]([C:21]4[CH2:22][CH2:23][NH:24][CH2:25][CH:26]=4)=[N:17][NH:18]3)=[CH:14][CH:13]=2)[CH:6]=1)[CH3:2]. (7) Given the product [I:25][C:24]1[C:19]([NH:1][C:2]2[CH:3]=[C:4]([C:8]3[C:13]([CH3:14])=[CH:12][CH:11]=[C:10]([C:15]([OH:17])=[O:16])[CH:9]=3)[CH:5]=[CH:6][CH:7]=2)=[N:20][CH:21]=[N:22][CH:23]=1, predict the reactants needed to synthesize it. The reactants are: [NH2:1][C:2]1[CH:3]=[C:4]([C:8]2[C:13]([CH3:14])=[CH:12][CH:11]=[C:10]([C:15]([OH:17])=[O:16])[CH:9]=2)[CH:5]=[CH:6][CH:7]=1.Cl[C:19]1[C:24]([I:25])=[CH:23][N:22]=[CH:21][N:20]=1. (8) Given the product [F:14][C:15]1([F:21])[CH2:20][CH2:19][N:18]([C:2]2[C:11]([CH3:12])=[CH:10][C:5]([C:6]([OH:8])=[O:7])=[CH:4][N:3]=2)[CH2:17][CH2:16]1, predict the reactants needed to synthesize it. The reactants are: F[C:2]1[C:11]([CH3:12])=[CH:10][C:5]([C:6]([O:8]C)=[O:7])=[CH:4][N:3]=1.Cl.[F:14][C:15]1([F:21])[CH2:20][CH2:19][NH:18][CH2:17][CH2:16]1.C(=O)([O-])[O-].[Cs+].[Cs+].[OH-].[Na+].Cl. (9) Given the product [C:1]([O:5][C:6](=[O:33])[N:7]([CH2:24][C:25]1[CH:26]=[CH:27][C:28]([O:31][CH3:32])=[CH:29][CH:30]=1)[C:8]1[CH:13]=[C:12]([CH2:14][C@H:15]2[C:18](=[O:19])[N:17]([C:42](=[O:43])[NH:41][C@@H:44]([C:46]3[CH:51]=[CH:50][CH:49]=[CH:48][CH:47]=3)[CH3:45])[C@@H:16]2[CH:20]=[N:21][O:22][CH3:23])[CH:11]=[CH:10][N:9]=1)([CH3:3])([CH3:4])[CH3:2], predict the reactants needed to synthesize it. The reactants are: [C:1]([O:5][C:6](=[O:33])[N:7]([CH2:24][C:25]1[CH:30]=[CH:29][C:28]([O:31][CH3:32])=[CH:27][CH:26]=1)[C:8]1[CH:13]=[C:12]([CH2:14][C@H:15]2[C:18](=[O:19])[NH:17][C@@H:16]2[CH:20]=[N:21][O:22][CH3:23])[CH:11]=[CH:10][N:9]=1)([CH3:4])([CH3:3])[CH3:2].C(N(CC)CC)C.[N:41]([C@@H:44]([C:46]1[CH:51]=[CH:50][CH:49]=[CH:48][CH:47]=1)[CH3:45])=[C:42]=[O:43]. (10) Given the product [CH2:1]([NH:3][CH:11]1[CH2:16][CH2:15][CH2:14][CH:13]([C:17]2[C:25]3[C:20](=[CH:21][CH:22]=[C:23]([NH:26][C:27]([C:29]4[S:30][CH:31]=[CH:32][CH:33]=4)=[NH:28])[CH:24]=3)[NH:19][CH:18]=2)[CH2:12]1)[CH3:2], predict the reactants needed to synthesize it. The reactants are: [CH2:1]([N:3]([CH:11]1[CH2:16][CH2:15][CH2:14][CH:13]([C:17]2[C:25]3[C:20](=[CH:21][CH:22]=[C:23]([NH:26][C:27]([C:29]4[S:30][CH:31]=[CH:32][CH:33]=4)=[NH:28])[CH:24]=3)[NH:19][CH:18]=2)[CH2:12]1)C(=O)OC(C)(C)C)[CH3:2].C(O)(C(F)(F)F)=O.[NH4+].[OH-].